Dataset: Full USPTO retrosynthesis dataset with 1.9M reactions from patents (1976-2016). Task: Predict the reactants needed to synthesize the given product. (1) The reactants are: C(O[C:5](=[O:7])[CH3:6])(=O)C.[NH2:8][C:9]1[CH:14]=[CH:13][C:12](/[C:15](/[C:22]2[NH:27][C:26](=[O:28])[C:25]([Cl:29])=[CH:24][CH:23]=2)=[CH:16]\[CH:17]2[CH2:21][CH2:20][CH2:19][CH2:18]2)=[CH:11][CH:10]=1.C(=O)(O)[O-].[Na+]. Given the product [Cl:29][C:25]1[C:26](=[O:28])[NH:27][C:22](/[C:15](/[C:12]2[CH:13]=[CH:14][C:9]([NH:8][C:5](=[O:7])[CH3:6])=[CH:10][CH:11]=2)=[CH:16]/[CH:17]2[CH2:21][CH2:20][CH2:19][CH2:18]2)=[CH:23][CH:24]=1, predict the reactants needed to synthesize it. (2) Given the product [C:5]([O:9][C:10](=[O:38])[NH:11][C@@H:12]([CH2:13][CH:15]1[C:20](=[O:21])[O:19][C:18]([CH3:23])([CH3:22])[O:17][C:16]1=[O:24])[CH2:25][C:26]1[CH:27]=[CH:28][C:29]([C:32]2[CH:37]=[CH:36][CH:35]=[CH:34][CH:33]=2)=[CH:30][CH:31]=1)([CH3:8])([CH3:6])[CH3:7], predict the reactants needed to synthesize it. The reactants are: CC(O)=O.[C:5]([O:9][C:10](=[O:38])[NH:11][C@H:12]([CH2:25][C:26]1[CH:31]=[CH:30][C:29]([C:32]2[CH:37]=[CH:36][CH:35]=[CH:34][CH:33]=2)=[CH:28][CH:27]=1)[C:13]([CH:15]1[C:20](=[O:21])[O:19][C:18]([CH3:23])([CH3:22])[O:17][C:16]1=[O:24])=O)([CH3:8])([CH3:7])[CH3:6].[BH4-].[Na+].[Na+].[Cl-]. (3) Given the product [Br:1][C:2]1[CH:3]=[C:4]([CH2:8][S:9][CH2:10][C:11]([NH2:15])=[O:13])[CH:5]=[N:6][CH:7]=1, predict the reactants needed to synthesize it. The reactants are: [Br:1][C:2]1[CH:3]=[C:4]([CH2:8][S:9][CH2:10][C:11]([O:13]C)=O)[CH:5]=[N:6][CH:7]=1.[NH3:15]. (4) Given the product [Cl:12][C:8]1[C:9]([O:29][C:27]2[CH:26]=[CH:25][C:24]3[B:20]([OH:30])[O:21][CH2:22][C:23]=3[CH:28]=2)=[N:10][C:2]([O:19][CH:16]2[CH2:17][CH2:18][O:13][CH2:14][CH2:15]2)=[C:3]([CH:7]=1)[C:4]#[N:6], predict the reactants needed to synthesize it. The reactants are: Cl[C:2]1[N:10]=[C:9](Cl)[C:8]([Cl:12])=[CH:7][C:3]=1[C:4]([NH2:6])=O.[O:13]1[CH2:18][CH2:17][CH:16]([OH:19])[CH2:15][CH2:14]1.[B:20]1([OH:30])[C:24]2[CH:25]=[CH:26][C:27]([OH:29])=[CH:28][C:23]=2[CH2:22][O:21]1.